Predict the product of the given reaction. From a dataset of Forward reaction prediction with 1.9M reactions from USPTO patents (1976-2016). (1) Given the reactants [Cl:1][C:2]1[C:10]2[C:5](=[CH:6][C:7]([C:11]([NH:13][CH:14]([C:24]3[CH:29]=[CH:28][CH:27]=[CH:26][C:25]=3[Cl:30])[CH2:15][O:16][CH2:17][CH:18]3[CH2:23][CH2:22][NH:21][CH2:20][CH2:19]3)=[O:12])=[CH:8][CH:9]=2)[NH:4][CH:3]=1.C(=O)([O-])[O-].[K+].[K+].[I-].[K+].Cl[CH2:40][CH2:41][OH:42], predict the reaction product. The product is: [Cl:1][C:2]1[C:10]2[C:5](=[CH:6][C:7]([C:11]([NH:13][CH:14]([C:24]3[CH:29]=[CH:28][CH:27]=[CH:26][C:25]=3[Cl:30])[CH2:15][O:16][CH2:17][CH:18]3[CH2:23][CH2:22][N:21]([CH2:40][CH2:41][OH:42])[CH2:20][CH2:19]3)=[O:12])=[CH:8][CH:9]=2)[NH:4][CH:3]=1. (2) Given the reactants [CH2:1]([C:8]1[C:13](=[O:14])[N:12]2[CH2:15][CH2:16][CH2:17][CH2:18][C:11]2=[N:10][C:9]=1[CH:19]([N:23]([CH2:33][CH2:34][CH2:35][N:36]1C(=O)C2C(=CC=CC=2)C1=O)[C:24](=[O:32])[C:25]1[CH:30]=[CH:29][C:28]([CH3:31])=[CH:27][CH:26]=1)[CH:20]([CH3:22])[CH3:21])[C:2]1[CH:7]=[CH:6][CH:5]=[CH:4][CH:3]=1.NN.C(O)(C(F)(F)F)=O, predict the reaction product. The product is: [NH2:36][CH2:35][CH2:34][CH2:33][N:23]([CH:19]([C:9]1[N:10]=[C:11]2[CH2:18][CH2:17][CH2:16][CH2:15][N:12]2[C:13](=[O:14])[C:8]=1[CH2:1][C:2]1[CH:7]=[CH:6][CH:5]=[CH:4][CH:3]=1)[CH:20]([CH3:21])[CH3:22])[C:24](=[O:32])[C:25]1[CH:26]=[CH:27][C:28]([CH3:31])=[CH:29][CH:30]=1. (3) Given the reactants I[C:2]1[CH:11]=[CH:10][C:5]([C:6]([O:8][CH3:9])=[O:7])=[CH:4][C:3]=1[O:12][CH2:13][CH2:14][CH2:15][CH2:16][CH2:17][CH2:18][CH2:19][CH3:20].C(N[CH:25]([CH3:27])[CH3:26])(C)C.[Si:28]([C:32]#[CH:33])([CH3:31])([CH3:30])[CH3:29].CCO[C:37]([CH3:39])=O, predict the reaction product. The product is: [CH2:13]([O:12][C:3]1[CH:4]=[C:5]([CH:10]=[CH:11][C:2]=1[C:33]#[C:32][Si:28]([CH3:31])([CH3:30])[CH3:29])[C:6]([O:8][CH3:9])=[O:7])[CH2:14][CH2:15][CH2:16][CH2:17][CH2:18][CH2:19][CH2:20][CH2:4][CH2:3][CH2:2][CH2:11][CH2:10][CH2:37][CH2:39][CH2:27][CH2:25][CH3:26]. (4) Given the reactants Cl.[F:2][C:3]1[C:4]([F:19])=[CH:5][C:6]2[N:15]=[C:14]([NH2:16])[C:13]3[CH:12]=[C:11]([CH3:17])[S:10][C:9]=3[NH:8][C:7]=2[CH:18]=1.[CH3:20][O:21][CH2:22][CH2:23][CH:24]1[CH2:29]N[CH2:27][CH2:26][NH:25]1.CS(C)=O, predict the reaction product. The product is: [F:2][C:3]1[C:4]([F:19])=[CH:5][C:6]2[N:15]=[C:14]([N:16]3[CH2:27][CH2:26][NH:25][C@@H:24]([CH2:23][CH2:22][O:21][CH3:20])[CH2:29]3)[C:13]3[CH:12]=[C:11]([CH3:17])[S:10][C:9]=3[NH:8][C:7]=2[CH:18]=1. (5) Given the reactants B(Br)(Br)Br.[Cl:5][C:6]1[CH:11]=[CH:10][C:9]([CH2:12][C:13]#[N:14])=[CH:8][C:7]=1[O:15]C.O, predict the reaction product. The product is: [Cl:5][C:6]1[CH:11]=[CH:10][C:9]([CH2:12][C:13]#[N:14])=[CH:8][C:7]=1[OH:15]. (6) Given the reactants [NH:1]1[C:9]2[C:4](=[C:5]([C:10]3[CH:11]=[C:12]([NH2:25])[C:13]4[C:17]([CH:18]=3)=[N:16][N:15](C3CCCCO3)[CH:14]=4)[CH:6]=[CH:7][CH:8]=2)[CH:3]=[CH:2]1.CCN(C(C)C)C(C)C.[CH:35]1([C:38](Cl)=[O:39])[CH2:37][CH2:36]1.[OH-].[Na+], predict the reaction product. The product is: [NH:1]1[C:9]2[C:4](=[C:5]([C:10]3[CH:18]=[C:17]4[C:13]([CH:14]=[N:15][NH:16]4)=[C:12]([NH:25][C:38]([CH:35]4[CH2:37][CH2:36]4)=[O:39])[CH:11]=3)[CH:6]=[CH:7][CH:8]=2)[CH:3]=[CH:2]1. (7) Given the reactants [NH2:1][CH2:2][C:3]([O:5]C(C)(C)C)=[O:4].[F:10][C:11]([F:57])([F:56])[C:12]1[CH:13]=[C:14]([CH:53]=[CH:54][CH:55]=1)[CH2:15][NH:16][C:17]([C:19]1[CH:24]=[CH:23][N:22]=[C:21]([C:25]2[CH:30]=[C:29]([N:31]3[CH2:36][CH2:35][CH2:34][CH2:33][CH2:32]3)[CH:28]=[CH:27][C:26]=2[NH:37][C:38]([C:40]2[CH:41]=[C:42]([CH:50]=[CH:51][CH:52]=2)[CH2:43][S:44][CH2:45][CH2:46][C:47](O)=[O:48])=[O:39])[CH:20]=1)=[O:18].O1CCN(CCNC(=O)CCSCC2C=C(C=CC=2)C(NC2C=CC(N3CCCCC3)=CC=2C2C=C(C=CN=2)C(NCC2C=CC=C(C(F)(F)F)C=2)=O)=O)CC1, predict the reaction product. The product is: [N:31]1([C:29]2[CH:28]=[CH:27][C:26]([NH:37][C:38]([C:40]3[CH:41]=[C:42]([CH:50]=[CH:51][CH:52]=3)[CH2:43][S:44][CH2:45][CH2:46][C:47]([NH:1][CH2:2][C:3]([OH:5])=[O:4])=[O:48])=[O:39])=[C:25]([C:21]3[CH:20]=[C:19]([C:17](=[O:18])[NH:16][CH2:15][C:14]4[CH:53]=[CH:54][CH:55]=[C:12]([C:11]([F:57])([F:10])[F:56])[CH:13]=4)[CH:24]=[CH:23][N:22]=3)[CH:30]=2)[CH2:36][CH2:35][CH2:34][CH2:33][CH2:32]1. (8) Given the reactants C(Cl)(=O)C.[Cl:5][C:6]1[CH:42]=[CH:41][C:40]([N:43]2[CH:47]=[CH:46][CH:45]=[N:44]2)=[CH:39][C:7]=1[C:8]([NH:10][C:11](=[O:38])[NH:12][C:13]1[S:14][C:15]2[CH:21]=[C:20]([S:22]([CH:25]3[CH2:30][CH2:29][N:28]([C:31](OCCCC)=O)[CH2:27][CH2:26]3)(=[O:24])=[O:23])[CH:19]=[CH:18][C:16]=2[N:17]=1)=[O:9].C=O.C([BH3-])#N.[Na+], predict the reaction product. The product is: [Cl:5][C:6]1[CH:42]=[CH:41][C:40]([N:43]2[CH:47]=[CH:46][CH:45]=[N:44]2)=[CH:39][C:7]=1[C:8]([NH:10][C:11](=[O:38])[NH:12][C:13]1[S:14][C:15]2[CH:21]=[C:20]([S:22]([CH:25]3[CH2:30][CH2:29][N:28]([CH3:31])[CH2:27][CH2:26]3)(=[O:24])=[O:23])[CH:19]=[CH:18][C:16]=2[N:17]=1)=[O:9].